From a dataset of Forward reaction prediction with 1.9M reactions from USPTO patents (1976-2016). Predict the product of the given reaction. (1) Given the reactants [NH:1]1[CH2:6][CH2:5][CH:4]([NH:7][C:8](=[O:14])[O:9][C:10]([CH3:13])([CH3:12])[CH3:11])[CH2:3][CH2:2]1.FC(F)(F)S(O[C:21]1[CH:30]=[CH:29][C:28]2[N:27]([C:31](=[O:33])[CH3:32])[CH:26]([CH:34]3[CH2:36][CH2:35]3)[CH:25]([CH3:37])[CH:24]([NH:38][C:39]3[CH:44]=[CH:43][CH:42]=[CH:41][CH:40]=3)[C:23]=2[N:22]=1)(=O)=O.C(=O)([O-])[O-].[Cs+].[Cs+].C1C=CC(P(C2C(C3C(P(C4C=CC=CC=4)C4C=CC=CC=4)=CC=C4C=3C=CC=C4)=C3C(C=CC=C3)=CC=2)C2C=CC=CC=2)=CC=1, predict the reaction product. The product is: [C:31]([N:27]1[C@@H:26]([CH:34]2[CH2:36][CH2:35]2)[C@H:25]([CH3:37])[C@@H:24]([NH:38][C:39]2[CH:44]=[CH:43][CH:42]=[CH:41][CH:40]=2)[C:23]2[N:22]=[C:21]([N:1]3[CH2:2][CH2:3][CH:4]([NH:7][C:8](=[O:14])[O:9][C:10]([CH3:11])([CH3:13])[CH3:12])[CH2:5][CH2:6]3)[CH:30]=[CH:29][C:28]1=2)(=[O:33])[CH3:32]. (2) Given the reactants [Cl:1][C:2]1[CH:7]=[CH:6][CH:5]=[C:4]([Cl:8])[C:3]=1[C:9]1[C:13]([CH2:14][S:15][C:16]2[CH:21]=[CH:20][C:19](B(O)O)=[CH:18][CH:17]=2)=[C:12]([CH:25]([CH3:27])[CH3:26])[O:11][N:10]=1.Br[C:29]1[CH:30]=[C:31]2[C:36](=[CH:37][CH:38]=1)[N:35]=[C:34]([C:39]([O:41][CH2:42][CH3:43])=[O:40])[CH:33]=[CH:32]2.C(=O)([O-])[O-].[Na+].[Na+], predict the reaction product. The product is: [Cl:1][C:2]1[CH:7]=[CH:6][CH:5]=[C:4]([Cl:8])[C:3]=1[C:9]1[C:13]([CH2:14][S:15][C:16]2[CH:21]=[CH:20][C:19]([C:29]3[CH:30]=[C:31]4[C:36](=[CH:37][CH:38]=3)[N:35]=[C:34]([C:39]([O:41][CH2:42][CH3:43])=[O:40])[CH:33]=[CH:32]4)=[CH:18][CH:17]=2)=[C:12]([CH:25]([CH3:27])[CH3:26])[O:11][N:10]=1. (3) Given the reactants [OH:1][C@H:2]1[C@H:10]([CH3:11])[O:9][C:8](=[O:12])[C@@H:7]([N:13]([CH2:21][O:22][CH3:23])[C:14](=[O:20])[O:15][C:16]([CH3:19])([CH3:18])[CH3:17])[CH2:6][CH2:5][CH2:4][C@@H:3]1[CH2:24][C:25]1[CH:30]=[CH:29][C:28]([O:31][CH3:32])=[CH:27][CH:26]=1.[CH3:33][C:34](=[O:37])[C:35]#[CH:36], predict the reaction product. The product is: [CH3:32][O:31][C:28]1[CH:29]=[CH:30][C:25]([CH2:24][C@@H:3]2[C@@H:2]([O:1][CH:36]=[CH:35][C:34](=[O:37])[CH3:33])[C@H:10]([CH3:11])[O:9][C:8](=[O:12])[C@@H:7]([N:13]([CH2:21][O:22][CH3:23])[C:14](=[O:20])[O:15][C:16]([CH3:19])([CH3:17])[CH3:18])[CH2:6][CH2:5][CH2:4]2)=[CH:26][CH:27]=1. (4) Given the reactants [Br:1][C:2]1[CH:3]=[C:4]([NH2:9])[C:5]([CH3:8])=[N:6][CH:7]=1.[CH3:10][S:11](Cl)(=[O:13])=[O:12].CCOC(C)=O, predict the reaction product. The product is: [Br:1][C:2]1[CH:3]=[C:4]([N:9]([S:11]([CH3:10])(=[O:13])=[O:12])[S:11]([CH3:10])(=[O:13])=[O:12])[C:5]([CH3:8])=[N:6][CH:7]=1. (5) The product is: [C:32]([CH2:31][O:30][C:29]1[CH:35]=[CH:36][C:26]([NH:25][C:23]([CH:13]2[NH:12][CH:11]([CH2:37][C:38]([CH3:41])([CH3:40])[CH3:39])[C:10]3([C:5]4[C:6](=[CH:7][C:2]([Cl:77])=[CH:3][CH:4]=4)[NH:8][C:9]3=[O:42])[CH:14]2[C:15]2[CH:20]=[CH:19][CH:18]=[C:17]([Cl:21])[C:16]=2[F:22])=[O:24])=[CH:27][CH:28]=1)(=[O:33])[NH2:76]. Given the reactants Cl[C:2]1[CH:7]=[C:6]2[NH:8][C:9](=[O:42])[C@:10]3([C@@H:14]([C:15]4[CH:20]=[CH:19][CH:18]=[C:17]([Cl:21])[C:16]=4[F:22])[C@H:13]([C:23]([NH:25][C:26]4[CH:36]=[CH:35][C:29]([O:30][CH2:31][C:32](O)=[O:33])=[CH:28][CH:27]=4)=[O:24])[NH:12][C@H:11]3[CH2:37][C:38]([CH3:41])([CH3:40])[CH3:39])[C:5]2=[CH:4][CH:3]=1.C(N(CC)C(C)C)(C)C.F[P-](F)(F)(F)(F)F.N1(OC(N(C)C)=[N+](C)C)C2N=CC=CC=2N=N1.[NH4+:76].[Cl-:77], predict the reaction product.